This data is from Catalyst prediction with 721,799 reactions and 888 catalyst types from USPTO. The task is: Predict which catalyst facilitates the given reaction. (1) Reactant: C[C:2]1[NH:3][C:4]2[C:9]([CH:10]=1)=[CH:8][CH:7]=[CH:6][CH:5]=2.[H-].[Na+].[Br:13][CH2:14][CH2:15][CH2:16][CH2:17]Br.[CH3:19]N1C(=O)N(C)CCC1. Product: [Br:13][CH2:14][CH2:15][CH2:16][CH2:17][N:3]1[C:4]2[C:9](=[CH:8][CH:7]=[CH:6][CH:5]=2)[C:10]([CH3:19])=[CH:2]1. The catalyst class is: 682. (2) Reactant: C(N(CC)CC)C.[C:8](Cl)(=[O:10])[CH3:9].[Br:12][C:13]1[C:19]([F:20])=[CH:18][CH:17]=[CH:16][C:14]=1[NH2:15].O. Product: [Br:12][C:13]1[C:19]([F:20])=[CH:18][CH:17]=[CH:16][C:14]=1[NH:15][C:8](=[O:10])[CH3:9]. The catalyst class is: 4. (3) Reactant: [H-].[Na+].[OH:3][CH:4]([CH3:24])[CH:5]([N:7]1[C:11]2=[N:12][CH:13]=[CH:14][CH:15]=[C:10]2[C:9]([C:16]([O:18][C:19]([CH3:22])([CH3:21])[CH3:20])=[O:17])=[C:8]1[CH3:23])[CH3:6].Br[CH2:26][CH2:27][O:28][CH3:29]. Product: [C:19]([O:18][C:16]([C:9]1[C:10]2[C:11](=[N:12][CH:13]=[CH:14][CH:15]=2)[N:7]([CH:5]([CH:4]([O:3][CH2:26][CH2:27][O:28][CH3:29])[CH3:24])[CH3:6])[C:8]=1[CH3:23])=[O:17])([CH3:22])([CH3:21])[CH3:20]. The catalyst class is: 170. (4) Reactant: Cl[C:2]1[C:11]2[C:6](=[CH:7][N:8]=[C:9]([C:12]#[C:13][Si:14]([CH3:17])([CH3:16])[CH3:15])[CH:10]=2)[N:5]=[CH:4][C:3]=1[C:18]#[N:19].[Br:20][C:21]1[CH:22]=[C:23]([CH:25]=[CH:26][CH:27]=1)[NH2:24]. Product: [Br:20][C:21]1[CH:22]=[C:23]([NH:24][C:2]2[C:11]3[C:6](=[CH:7][N:8]=[C:9]([C:12]#[C:13][Si:14]([CH3:17])([CH3:16])[CH3:15])[CH:10]=3)[N:5]=[CH:4][C:3]=2[C:18]#[N:19])[CH:25]=[CH:26][CH:27]=1. The catalyst class is: 8. (5) Reactant: [H-].[Na+].[C:3]([C:6]1[S:7][CH:8]=[CH:9][CH:10]=1)(=[O:5])[CH3:4].[C:11](OCC)(=[O:13])[CH3:12].Cl. Product: [S:7]1[CH:8]=[CH:9][CH:10]=[C:6]1[C:3](=[O:5])[CH2:4][C:11](=[O:13])[CH3:12]. The catalyst class is: 9. (6) Reactant: [C:1]([N:7]1[CH2:12][CH2:11][CH:10]([C:13](OCC)=[O:14])[CH2:9][CH2:8]1)(=O)[C:2]([CH3:5])([CH3:4])[CH3:3].[H-].[Al+3].[Li+].[H-].[H-].[H-]. Product: [CH2:1]([N:7]1[CH2:12][CH2:11][CH:10]([CH2:13][OH:14])[CH2:9][CH2:8]1)[C:2]([CH3:5])([CH3:4])[CH3:3]. The catalyst class is: 7. (7) Reactant: [NH2:1][C@H:2]1[CH2:8][CH2:7][C@@H:6]([O:9][Si:10]([C:13]([CH3:16])([CH3:15])[CH3:14])([CH3:12])[CH3:11])[CH2:5][N:4]([CH2:17][C:18]2[CH:19]=[N:20][CH:21]=[CH:22][CH:23]=2)[C:3]1=[O:24].[CH3:25][C:26]([CH3:44])([CH3:43])/[CH:27]=[CH:28]/[C@H:29]1[O:34][C:33]([CH3:36])([CH3:35])[O:32][CH:31]2[CH:37]([O:41][CH3:42])[C:38](=[O:40])[O:39][C@H:30]12.C(N(C(C)C)CC)(C)C. Product: [C:13]([Si:10]([CH3:12])([CH3:11])[O:9][C@H:6]1[CH2:5][N:4]([CH2:17][C:18]2[CH:19]=[N:20][CH:21]=[CH:22][CH:23]=2)[C:3](=[O:24])[C@@H:2]([NH:1][C:38](=[O:40])[C@@H:37]([C@H:31]2[C@H:30]([OH:39])[C@@H:29](/[CH:28]=[CH:27]/[C:26]([CH3:43])([CH3:25])[CH3:44])[O:34][C:33]([CH3:36])([CH3:35])[O:32]2)[O:41][CH3:42])[CH2:8][CH2:7]1)([CH3:16])([CH3:15])[CH3:14]. The catalyst class is: 32.